From a dataset of Reaction yield outcomes from USPTO patents with 853,638 reactions. Predict the reaction yield, written as a fraction of the theoretical maximum amount of product (1.0 means a 100% yield; for example, 0.34 means a 34% yield). (1) The reactants are P([O-])([O-])([O-])=O.[K+].[K+].[K+].Br[C:10]1[CH:11]=[C:12]([CH:15]=[O:16])[S:13][CH:14]=1.[CH3:17][O:18][C:19]1[CH:24]=[CH:23][C:22](B(O)O)=[CH:21][CH:20]=1. The catalyst is COCCOC.C(OCC)(=O)C.C1C=CC([P]([Pd]([P](C2C=CC=CC=2)(C2C=CC=CC=2)C2C=CC=CC=2)([P](C2C=CC=CC=2)(C2C=CC=CC=2)C2C=CC=CC=2)[P](C2C=CC=CC=2)(C2C=CC=CC=2)C2C=CC=CC=2)(C2C=CC=CC=2)C2C=CC=CC=2)=CC=1. The product is [CH3:17][O:18][C:19]1[CH:24]=[CH:23][C:22]([C:10]2[CH:11]=[C:12]([CH:15]=[O:16])[S:13][CH:14]=2)=[CH:21][CH:20]=1. The yield is 0.360. (2) The reactants are Cl[C:2]1[CH:3]=[C:4]([NH:10][C:11]2[CH:16]=[N:15][C:14]([CH2:17][NH:18][CH:19]3[CH2:22][CH2:21][CH2:20]3)=[CH:13][N:12]=2)[C:5](=[O:9])[N:6]([CH3:8])[N:7]=1.[C:23]([C:27]1[CH:28]=[C:29]2[C:34](=[C:35]([F:37])[CH:36]=1)[C:33](=[O:38])[N:32]([C:39]1[CH:49]=[CH:48][CH:47]=[C:46](B3OC(C)(C)C(C)(C)O3)[C:40]=1[CH2:41][O:42]C(=O)C)[N:31]=[CH:30]2)([CH3:26])([CH3:25])[CH3:24].[O-]P([O-])([O-])=O.[K+].[K+].[K+].CC(C1C=C(C(C)C)C(C2C=CC=CC=2P(C2CCCCC2)C2CCCCC2)=C(C(C)C)C=1)C.[OH-].[Na+]. The catalyst is C(O)CCC.O. The product is [C:23]([C:27]1[CH:28]=[C:29]2[C:34](=[C:35]([F:37])[CH:36]=1)[C:33](=[O:38])[N:32]([C:39]1[CH:49]=[CH:48][CH:47]=[C:46]([C:2]3[CH:3]=[C:4]([NH:10][C:11]4[CH:16]=[N:15][C:14]([CH2:17][NH:18][CH:19]5[CH2:22][CH2:21][CH2:20]5)=[CH:13][N:12]=4)[C:5](=[O:9])[N:6]([CH3:8])[N:7]=3)[C:40]=1[CH2:41][OH:42])[N:31]=[CH:30]2)([CH3:26])([CH3:24])[CH3:25]. The yield is 0.250. (3) The reactants are [O:1]([CH:8]1[CH2:17][CH2:16][C:11]2(OCC[O:12]2)[CH2:10][CH2:9]1)[C:2]1[CH:7]=[CH:6][CH:5]=[CH:4][CH:3]=1. The catalyst is C1COCC1.Cl. The product is [O:1]([CH:8]1[CH2:9][CH2:10][C:11](=[O:12])[CH2:16][CH2:17]1)[C:2]1[CH:7]=[CH:6][CH:5]=[CH:4][CH:3]=1. The yield is 0.560. (4) The reactants are NC1N=C(N)C(I)=C(C)N=1.[NH2:11][C:12]1[N:17]=[C:16]([NH2:18])[C:15]([C:19]#[C:20][CH2:21][C:22]2[CH:27]=[C:26]([O:28][CH3:29])[C:25]([O:30][CH3:31])=[C:24]([O:32][CH3:33])[CH:23]=2)=[C:14]([CH3:34])[N:13]=1.COC1C=C(CC#C)C=C(OC)C=1OC. No catalyst specified. The product is [NH2:11][C:12]1[N:17]=[C:16]([NH2:18])[C:15]([C:19]#[C:20][CH2:21][C:22]2[CH:27]=[C:26]([O:28][CH3:29])[C:25]([O:30][CH3:31])=[C:24]([O:32][CH3:33])[CH:23]=2)=[C:14]([CH3:34])[N:13]=1. The yield is 0.850.